From a dataset of Peptide-MHC class I binding affinity with 185,985 pairs from IEDB/IMGT. Regression. Given a peptide amino acid sequence and an MHC pseudo amino acid sequence, predict their binding affinity value. This is MHC class I binding data. The peptide sequence is MTIREFPRK. The MHC is HLA-B53:01 with pseudo-sequence HLA-B53:01. The binding affinity (normalized) is 0.